From a dataset of Catalyst prediction with 721,799 reactions and 888 catalyst types from USPTO. Predict which catalyst facilitates the given reaction. (1) The catalyst class is: 7. Reactant: CO.[O:3]1CCO[CH:4]1[C:8]1[CH:21]=[CH:20][C:11]([CH2:12][NH:13][C:14]2[CH:19]=[CH:18][CH:17]=[CH:16][CH:15]=2)=[CH:10][CH:9]=1.Cl.C(=O)([O-])O.[Na+]. Product: [C:14]1([NH:13][CH2:12][C:11]2[CH:10]=[CH:9][C:8]([CH:4]=[O:3])=[CH:21][CH:20]=2)[CH:15]=[CH:16][CH:17]=[CH:18][CH:19]=1. (2) Reactant: [ClH:1].[CH2:2]([N:5]1[CH2:10][CH2:9][N:8]([C:11]2[N:16]=[CH:15][C:14]([NH:17][S:18]([C:21]3[CH:26]=[CH:25][C:24]([CH:27]([CH3:29])[CH3:28])=[CH:23][CH:22]=3)(=[O:20])=[O:19])=[CH:13][CH:12]=2)[CH2:7][CH:6]1[CH3:30])[CH:3]=[CH2:4].C. Product: [ClH:1].[CH:27]([C:24]1[CH:25]=[CH:26][C:21]([S:18]([NH:17][C:14]2[CH:15]=[N:16][C:11]([N:8]3[CH2:9][CH2:10][N:5]([CH2:2][CH2:3][CH3:4])[CH:6]([CH3:30])[CH2:7]3)=[CH:12][CH:13]=2)(=[O:20])=[O:19])=[CH:22][CH:23]=1)([CH3:29])[CH3:28]. The catalyst class is: 78. (3) Reactant: [OH:1][C:2]([C:4]([F:7])([F:6])[F:5])=[O:3].[F:8][CH:9]([F:37])[CH2:10][NH:11][C:12]1[N:13]=[C:14]2[CH2:36][CH2:35][NH:34][CH2:33][C:15]2=[N:16][C:17]=1[N:18]1[CH2:23][CH2:22][CH:21]([O:24][C:25]2[CH:30]=[CH:29][C:28]([F:31])=[CH:27][C:26]=2[F:32])[CH2:20][CH2:19]1.CCN(C(C)C)C(C)C.[CH3:47][O:48][CH2:49][C:50](Cl)=[O:51]. Product: [F:37][CH:9]([F:8])[CH2:10][NH:11][C:12]1[N:13]=[C:14]2[CH2:36][CH2:35][N:34]([C:50](=[O:51])[CH2:49][O:48][CH3:47])[CH2:33][C:15]2=[N:16][C:17]=1[N:18]1[CH2:19][CH2:20][CH:21]([O:24][C:25]2[CH:30]=[CH:29][C:28]([F:31])=[CH:27][C:26]=2[F:32])[CH2:22][CH2:23]1.[C:2]([OH:3])([C:4]([F:7])([F:6])[F:5])=[O:1]. The catalyst class is: 59.